Dataset: Reaction yield outcomes from USPTO patents with 853,638 reactions. Task: Predict the reaction yield, written as a fraction of the theoretical maximum amount of product (1.0 means a 100% yield; for example, 0.34 means a 34% yield). (1) The catalyst is O1CCOCC1.O.C(Cl)Cl.C1C=CC([P]([Pd]([P](C2C=CC=CC=2)(C2C=CC=CC=2)C2C=CC=CC=2)([P](C2C=CC=CC=2)(C2C=CC=CC=2)C2C=CC=CC=2)[P](C2C=CC=CC=2)(C2C=CC=CC=2)C2C=CC=CC=2)(C2C=CC=CC=2)C2C=CC=CC=2)=CC=1. The reactants are Br[C:2]1[N:6]2[N:7]=[C:8]([NH:16][CH2:17][CH:18]([CH3:21])[CH2:19]C)[C:9]3[N:10]([CH3:15])[CH2:11][CH2:12][O:13][C:14]=3[C:5]2=[N:4][N:3]=1.[F:22][C:23]1[CH:28]=[CH:27][C:26](B(O)O)=[CH:25][CH:24]=1.C(=O)([O-])[O-].[Cs+].[Cs+]. The yield is 0.640. The product is [CH:18]1([CH2:17][NH:16][C:8]2[C:9]3[N:10]([CH3:15])[CH2:11][CH2:12][O:13][C:14]=3[C:5]3=[N:4][N:3]=[C:2]([C:26]4[CH:27]=[CH:28][C:23]([F:22])=[CH:24][CH:25]=4)[N:6]3[N:7]=2)[CH2:19][CH2:21]1. (2) The reactants are [F:1][C:2]1[CH:3]=[C:4]([CH:9]2[CH2:13][CH2:12][CH2:11][C:10]2=[O:14])[CH:5]=[CH:6][C:7]=1[F:8].[C:15](Cl)([N:17]=[C:18]=[O:19])=[O:16]. The yield is 0.518. The catalyst is C(OCC)(=O)C. The product is [F:1][C:2]1[CH:3]=[C:4]([CH:9]2[C:10]3[O:14][C:18](=[O:19])[NH:17][C:15](=[O:16])[C:11]=3[CH2:12][CH2:13]2)[CH:5]=[CH:6][C:7]=1[F:8]. (3) The reactants are [O:1]1[C:6]2[CH:7]=[CH:8][C:9]([N:11]3[CH2:15][C@H:14]([CH2:16][OH:17])[O:13][C:12]3=[O:18])=[CH:10][C:5]=2[O:4][CH2:3][CH2:2]1.[CH2:19]([Sn:23]([CH2:32][CH2:33][CH2:34][CH3:35])([CH2:28][CH2:29][CH2:30][CH3:31])[CH:24]=[CH:25][CH2:26]Cl)[CH2:20][CH2:21][CH3:22].[H-].[Na+].[CH3:38]N(C=O)C. No catalyst specified. The product is [CH2:19]([Sn:23]([CH2:32][CH2:33][CH2:34][CH3:35])([CH2:28][CH2:29][CH2:30][CH2:31][CH3:38])[CH:24]=[CH:25][CH2:26][O:17][CH2:16][CH:14]1[O:13][C:12](=[O:18])[N:11]([C:9]2[CH:8]=[CH:7][C:6]3[O:1][CH2:2][CH2:3][O:4][C:5]=3[CH:10]=2)[CH2:15]1)[CH2:20][CH2:21][CH3:22]. The yield is 0.530. (4) The yield is 0.130. The product is [NH2:26][C@@H:5]([CH2:4][O:3][CH2:1][CH3:2])[CH2:6][NH:7][C:8]1[N:13]=[C:12]([NH:14][C:15]2[CH:16]=[C:17]([CH3:21])[CH:18]=[CH:19][CH:20]=2)[C:11]2[C:22](=[O:25])[NH:23][CH2:24][C:10]=2[CH:9]=1. The reactants are [CH2:1]([O:3][CH2:4][C@H:5]([NH:26]C(=O)OC(C)(C)C)[CH2:6][NH:7][C:8]1[N:13]=[C:12]([NH:14][C:15]2[CH:16]=[C:17]([CH3:21])[CH:18]=[CH:19][CH:20]=2)[C:11]2[C:22](=[O:25])[NH:23][CH2:24][C:10]=2[CH:9]=1)[CH3:2].CCOC(C)=O.C1COCC1. The catalyst is C(Cl)Cl. (5) The reactants are [CH:1]12[CH2:7][CH:4]([CH:5]=[CH:6]1)[CH2:3][CH:2]2[C:8]([OH:10])=O.[S:11]1[CH:15]=[CH:14][CH:13]=[C:12]1[CH2:16][NH2:17].C(N(CC)CC)C.CCN=C=NCCCN(C)C. The catalyst is C(Cl)Cl.CN(C1C=CN=CC=1)C. The product is [S:11]1[CH:15]=[CH:14][CH:13]=[C:12]1[CH2:16][NH:17][C:8]([CH:2]1[CH2:3][CH:4]2[CH2:7][CH:1]1[CH:6]=[CH:5]2)=[O:10]. The yield is 0.640.